Dataset: Reaction yield outcomes from USPTO patents with 853,638 reactions. Task: Predict the reaction yield, written as a fraction of the theoretical maximum amount of product (1.0 means a 100% yield; for example, 0.34 means a 34% yield). The reactants are [CH2:1]=[C:2]([CH3:4])[CH3:3].[C:5]([O:10][C:11]1[CH:16]=[CH:15][C:14]([OH:17])=[CH:13][CH:12]=1)(=[O:9])[C:6]([CH3:8])=[CH2:7].C1(C)C=CC=CC=1. The catalyst is CS(O)(=O)=O.O. The product is [C:5]([O:10][C:11]1[CH:12]=[CH:13][C:14]([O:17][C:2]([CH3:4])([CH3:3])[CH3:1])=[CH:15][CH:16]=1)(=[O:9])[C:6]([CH3:8])=[CH2:7]. The yield is 0.650.